Task: Predict the product of the given reaction.. Dataset: Forward reaction prediction with 1.9M reactions from USPTO patents (1976-2016) Given the reactants [OH:1][CH:2]1[CH2:11][C:10]2[C:9]([NH:12][C:13]([NH:15][C:16]3[CH:21]=[CH:20][CH:19]=[C:18](I)[CH:17]=3)=[O:14])=[CH:8][CH:7]=[CH:6][C:5]=2[CH2:4][CH2:3]1.[C:23]1([CH3:32])[CH:28]=[CH:27][C:26](B(O)O)=[CH:25][CH:24]=1.C(=O)(O)[O-].[Na+].C(OC(=O)C)C, predict the reaction product. The product is: [OH:1][CH:2]1[CH2:11][C:10]2[C:9]([NH:12][C:13]([NH:15][C:16]3[CH:17]=[C:18]([C:26]4[CH:27]=[CH:28][C:23]([CH3:32])=[CH:24][CH:25]=4)[CH:19]=[CH:20][CH:21]=3)=[O:14])=[CH:8][CH:7]=[CH:6][C:5]=2[CH2:4][CH2:3]1.